Dataset: Forward reaction prediction with 1.9M reactions from USPTO patents (1976-2016). Task: Predict the product of the given reaction. (1) Given the reactants [C:1]1(=[O:8])[O:7][C:5](=O)[CH2:4][CH2:3][CH2:2]1.[NH2:9][C:10]1[CH:11]=[CH:12][C:13]([O:16][CH3:17])=[N:14][CH:15]=1.S(Cl)([Cl:20])=O, predict the reaction product. The product is: [CH3:17][O:16][C:13]1[N:14]=[CH:15][C:10]([NH:9][C:5]([CH2:4][CH2:3][CH2:2][C:1]([Cl:20])=[O:8])=[O:7])=[CH:11][CH:12]=1. (2) Given the reactants [F:1][C:2]1[CH:7]=[CH:6][C:5](B(O)O)=[CH:4][CH:3]=1.Br[C:12]1[S:20][C:19]2[C:14](=[N:15][CH:16]=[CH:17][C:18]=2[NH:21][C:22]2[CH:23]=[C:24]3[C:28](=[CH:29][CH:30]=2)[NH:27][CH:26]=[CH:25]3)[CH:13]=1, predict the reaction product. The product is: [F:1][C:2]1[CH:7]=[CH:6][C:5]([C:12]2[S:20][C:19]3[C:14](=[N:15][CH:16]=[CH:17][C:18]=3[NH:21][C:22]3[CH:23]=[C:24]4[C:28](=[CH:29][CH:30]=3)[NH:27][CH:26]=[CH:25]4)[CH:13]=2)=[CH:4][CH:3]=1.